From a dataset of Full USPTO retrosynthesis dataset with 1.9M reactions from patents (1976-2016). Predict the reactants needed to synthesize the given product. (1) The reactants are: [NH2:1][C:2]1[C:3]([F:31])=[C:4]([C:8]2[N:9]=[C:10]([C:20]([NH:23][C:24](=[O:30])[O:25][C:26]([CH3:29])([CH3:28])[CH3:27])([CH3:22])[CH3:21])[S:11][C:12]=2[C:13]2[CH:18]=[CH:17][N:16]=[C:15]([Cl:19])[N:14]=2)[CH:5]=[CH:6][CH:7]=1.[O:32]1[CH:36]=[CH:35][C:34]([S:37](Cl)(=[O:39])=[O:38])=[CH:33]1. Given the product [Cl:19][C:15]1[N:14]=[C:13]([C:12]2[S:11][C:10]([C:20]([NH:23][C:24](=[O:30])[O:25][C:26]([CH3:29])([CH3:28])[CH3:27])([CH3:22])[CH3:21])=[N:9][C:8]=2[C:4]2[CH:5]=[CH:6][CH:7]=[C:2]([NH:1][S:37]([C:34]3[CH:35]=[CH:36][O:32][CH:33]=3)(=[O:39])=[O:38])[C:3]=2[F:31])[CH:18]=[CH:17][N:16]=1, predict the reactants needed to synthesize it. (2) Given the product [F:43][C:28]1[CH:29]=[C:30]([CH2:33][NH:34][CH3:35])[CH:31]=[CH:32][C:27]=1[C:24]1[CH:23]=[C:22]([C:21]2[C:16]([NH2:15])=[N:17][CH:18]=[C:19]([C:44]3[CH:49]=[CH:48][C:47]([S:50]([CH:53]([CH3:54])[CH3:55])(=[O:51])=[O:52])=[CH:46][N:45]=3)[CH:20]=2)[O:26][N:25]=1, predict the reactants needed to synthesize it. The reactants are: C(O)(C(F)(F)F)=O.C(OC([N:15](C(OC(C)(C)C)=O)[C:16]1[C:21]([C:22]2[O:26][N:25]=[C:24]([C:27]3[CH:32]=[CH:31][C:30]([CH2:33][N:34](C)[C:35](=O)OC(C)(C)C)=[CH:29][C:28]=3[F:43])[CH:23]=2)=[CH:20][C:19]([C:44]2[CH:49]=[CH:48][C:47]([S:50]([CH:53]([CH3:55])[CH3:54])(=[O:52])=[O:51])=[CH:46][N:45]=2)=[CH:18][N:17]=1)=O)(C)(C)C. (3) Given the product [C:8]([O:11][C:12]([NH:1][C@@H:2]([CH3:6])[C:3]([OH:5])=[O:4])=[O:13])([CH3:10])([CH3:9])[CH3:7], predict the reactants needed to synthesize it. The reactants are: [NH2:1][C@@H:2]([CH3:6])[C:3]([OH:5])=[O:4].[CH3:7][C:8]([O:11][C:12](O[C:12]([O:11][C:8]([CH3:10])([CH3:9])[CH3:7])=[O:13])=[O:13])([CH3:10])[CH3:9].[OH-].[Na+]. (4) The reactants are: [C:1]([O:5][C:6]([NH:8][C@@H:9]1[CH2:13][CH2:12][N:11]([C:14]2[CH:19]=[CH:18][C:17]([N:20]3[CH2:24][C@H:23]([CH2:25]OS(C)(=O)=O)[O:22][C:21]3=[O:31])=[CH:16][C:15]=2[F:32])[CH2:10]1)=[O:7])([CH3:4])([CH3:3])[CH3:2].[N-:33]=[N+:34]=[N-:35].[Na+]. Given the product [C:1]([O:5][C:6]([NH:8][C@@H:9]1[CH2:13][CH2:12][N:11]([C:14]2[CH:19]=[CH:18][C:17]([N:20]3[CH2:24][C@H:23]([CH2:25][N:33]=[N+:34]=[N-:35])[O:22][C:21]3=[O:31])=[CH:16][C:15]=2[F:32])[CH2:10]1)=[O:7])([CH3:3])([CH3:4])[CH3:2], predict the reactants needed to synthesize it. (5) Given the product [CH2:20]([C@@H:18]1[CH2:19][N:14]2[C:15]([C:16]3[NH:8][C:9]([CH2:31][N:34]([CH3:35])[CH3:33])=[N:10][C:11]=3[N:12]([CH2:28][CH2:29][CH3:30])[C:13]2=[O:27])=[N:17]1)[C:21]1[CH:22]=[CH:23][CH:24]=[CH:25][CH:26]=1, predict the reactants needed to synthesize it. The reactants are: C([N:8]1[C:16]2[C:15]3=[N:17][C@H:18]([CH2:20][C:21]4[CH:26]=[CH:25][CH:24]=[CH:23][CH:22]=4)[CH2:19][N:14]3[C:13](=[O:27])[N:12]([CH2:28][CH2:29][CH3:30])[C:11]=2[N:10]=[C:9]1[CH2:31]Cl)C1C=CC=CC=1.[CH3:33][NH:34][CH3:35].